From a dataset of Full USPTO retrosynthesis dataset with 1.9M reactions from patents (1976-2016). Predict the reactants needed to synthesize the given product. Given the product [CH3:1][S:2]([C:5]1[S:9][C:8]([CH2:10][NH:11][C:12]([C:14]2[C:19](=[O:20])[C:18]([C:32]3[CH:31]=[CH:30][CH:29]=[C:28]([CH:27]([F:37])[F:26])[CH:33]=3)=[C:17]([CH3:22])[N:16]([CH:23]([CH3:25])[CH3:24])[CH:15]=2)=[O:13])=[CH:7][CH:6]=1)(=[O:4])=[O:3], predict the reactants needed to synthesize it. The reactants are: [CH3:1][S:2]([C:5]1[S:9][C:8]([CH2:10][NH:11][C:12]([C:14]2[C:19](=[O:20])[C:18](Br)=[C:17]([CH3:22])[N:16]([CH:23]([CH3:25])[CH3:24])[CH:15]=2)=[O:13])=[CH:7][CH:6]=1)(=[O:4])=[O:3].[F:26][CH:27]([F:37])[C:28]1[CH:29]=[C:30](B(O)O)[CH:31]=[CH:32][CH:33]=1.